From a dataset of Full USPTO retrosynthesis dataset with 1.9M reactions from patents (1976-2016). Predict the reactants needed to synthesize the given product. (1) The reactants are: [CH:1]1([N:8]2[C:12]3[N:13]=[C:14]([NH:17][C:18]4[CH:26]=[CH:25][C:21]([C:22]([OH:24])=O)=[CH:20][N:19]=4)[N:15]=[CH:16][C:11]=3[CH:10]=[C:9]2[C:27](=[O:31])[N:28]([CH3:30])[CH3:29])[CH2:7][CH2:6][CH2:5][CH2:4][CH2:3][CH2:2]1.[C:32]([O:36][C:37]([N:39]1[CH2:44][CH:43]2[CH2:45][CH:40]1[CH2:41][NH:42]2)=[O:38])([CH3:35])([CH3:34])[CH3:33]. Given the product [C:32]([O:36][C:37]([N:39]1[CH2:44][CH:43]2[CH2:45][CH:40]1[CH2:41][N:42]2[C:22]([C:21]1[CH:20]=[N:19][C:18]([NH:17][C:14]2[N:15]=[CH:16][C:11]3[CH:10]=[C:9]([C:27](=[O:31])[N:28]([CH3:29])[CH3:30])[N:8]([CH:1]4[CH2:7][CH2:6][CH2:5][CH2:4][CH2:3][CH2:2]4)[C:12]=3[N:13]=2)=[CH:26][CH:25]=1)=[O:24])=[O:38])([CH3:35])([CH3:33])[CH3:34], predict the reactants needed to synthesize it. (2) The reactants are: [OH:1][C:2]1[CH:7]=[CH:6][CH:5]=[C:4]([OH:8])[C:3]=1[C:9]1[CH:10]=[C:11]([CH:20]2[CH2:25][CH2:24][CH2:23][N:22](C(OC(C)(C)C)=O)[CH2:21]2)[C:12]2[CH2:17][O:16][C:15](=[O:18])[NH:14][C:13]=2[N:19]=1.[ClH:33]. Given the product [ClH:33].[OH:1][C:2]1[CH:7]=[CH:6][CH:5]=[C:4]([OH:8])[C:3]=1[C:9]1[CH:10]=[C:11]([CH:20]2[CH2:25][CH2:24][CH2:23][NH:22][CH2:21]2)[C:12]2[CH2:17][O:16][C:15](=[O:18])[NH:14][C:13]=2[N:19]=1, predict the reactants needed to synthesize it. (3) The reactants are: [C:1]([N:4]1[C:13]2[C:8](=[CH:9][C:10]([OH:14])=[CH:11][CH:12]=2)[C:7]([C:16]2[CH:21]=[CH:20][CH:19]=[CH:18][CH:17]=2)([CH3:15])[CH2:6][C:5]1([CH3:23])[CH3:22])(=[O:3])[CH3:2].[C:24]([CH2:28][C:29](Cl)=[O:30])([CH3:27])([CH3:26])[CH3:25].C(N(CC)C(C)C)(C)C. Given the product [C:1]([N:4]1[C:13]2[C:8](=[CH:9][C:10]([O:14][C:29](=[O:30])[CH2:28][C:24]([CH3:27])([CH3:26])[CH3:25])=[CH:11][CH:12]=2)[C:7]([C:16]2[CH:21]=[CH:20][CH:19]=[CH:18][CH:17]=2)([CH3:15])[CH2:6][C:5]1([CH3:23])[CH3:22])(=[O:3])[CH3:2], predict the reactants needed to synthesize it.